From a dataset of Full USPTO retrosynthesis dataset with 1.9M reactions from patents (1976-2016). Predict the reactants needed to synthesize the given product. (1) Given the product [Cl:2][C:3]1[CH:4]=[C:5]([CH:17]=[CH:18][CH:19]=1)[CH2:6][CH:8]1[CH2:13][CH2:12][CH:11]([C:14]([OH:16])=[O:15])[CH2:10][CH2:9]1, predict the reactants needed to synthesize it. The reactants are: Cl.[Cl:2][C:3]1[CH:4]=[C:5]([CH:17]=[CH:18][CH:19]=1)[C:6]([C@H:8]1[CH2:13][CH2:12][C@H:11]([C:14]([OH:16])=[O:15])[CH2:10][CH2:9]1)=O. (2) Given the product [Cl:20][C:17]1[CH:18]=[CH:19][C:14]([CH:7]([NH:6][C:4]([CH2:3][NH:2][C:27](=[O:28])[C:26]2[CH:30]=[CH:31][C:23]([C:22]([F:21])([F:32])[F:33])=[CH:24][CH:25]=2)=[O:5])[C:8]2[CH:13]=[CH:12][CH:11]=[CH:10][CH:9]=2)=[CH:15][CH:16]=1, predict the reactants needed to synthesize it. The reactants are: Cl.[NH2:2][CH2:3][C:4]([NH:6][CH:7]([C:14]1[CH:19]=[CH:18][C:17]([Cl:20])=[CH:16][CH:15]=1)[C:8]1[CH:13]=[CH:12][CH:11]=[CH:10][CH:9]=1)=[O:5].[F:21][C:22]([F:33])([F:32])[C:23]1[CH:31]=[CH:30][C:26]([C:27](O)=[O:28])=[CH:25][CH:24]=1. (3) Given the product [C:29]1(=[O:35])[NH:28][C:32](=[O:33])[CH:31]=[CH:30]1.[C:8]1(=[O:9])[O:10][C:5](=[O:11])[CH:6]=[CH:7]1, predict the reactants needed to synthesize it. The reactants are: CC(=C)C.[C:5]1(=[O:11])[O:10][C:8](=[O:9])[CH:7]=[CH:6]1.C(N)CCC.CN1CCCC1=O.C([NH:28][C:29](=[O:35])/[CH:30]=[CH:31]\[C:32](O)=[O:33])CCC. (4) Given the product [NH2:6][C@H:5]1[CH2:8][CH2:9][CH2:10][C@H:18]1[C:17]([OH:20])=[O:19], predict the reactants needed to synthesize it. The reactants are: BrBr.[OH-].[Na+].[C:5]([C@H:8]1CC[CH2:10][C@H:9]1C(O)=O)(=O)[NH2:6].Cl.[C:17]([OH:20])(=[O:19])[CH3:18]. (5) Given the product [Br:18][C:12]1[C:13]([CH3:14])=[C:8]2[C:7]([C:16]#[N:17])=[CH:6][N:5]([C:1]([CH3:4])([CH3:3])[CH3:2])[C:9]2=[N:10][C:11]=1[CH3:15], predict the reactants needed to synthesize it. The reactants are: [C:1]([N:5]1[C:9]2=[N:10][C:11]([CH3:15])=[CH:12][C:13]([CH3:14])=[C:8]2[C:7]([C:16]#[N:17])=[CH:6]1)([CH3:4])([CH3:3])[CH3:2].[Br:18]N1C(C)(C)C(=O)N(Br)C1=O.[OH-].[Na+]. (6) Given the product [C:25]([C:33]1[CH:34]=[C:35]([CH2:44][NH:46][C:15](=[O:17])[CH:14]([C:4]2[CH:5]=[CH:6][C:7]([CH2:8][O:9][CH2:10][CH2:11][O:12][CH3:13])=[C:2]([F:1])[CH:3]=2)[CH3:18])[N:36]([C:38]2[CH:54]=[CH:55][CH:56]=[C:51]([Cl:50])[CH:52]=2)[N:32]=1)([CH3:26])([CH3:27])[CH3:68], predict the reactants needed to synthesize it. The reactants are: [F:1][C:2]1[CH:3]=[C:4]([CH:14]([CH3:18])[C:15]([OH:17])=O)[CH:5]=[CH:6][C:7]=1[CH2:8][O:9][CH2:10][CH2:11][O:12][CH3:13].CCN([CH:25]([CH3:27])[CH3:26])C(C)C.CCN=C=[N:32][CH2:33][CH2:34][CH2:35][N:36]([CH3:38])C.Cl.C1C=CC2N(O)N=[N:46][C:44]=2C=1.[Cl:50][C:51]1[CH:52]=C(N2C(CN)=CC(C(F)(F)F)=N2)[CH:54]=[CH:55][CH:56]=1.[CH2:68](Cl)Cl. (7) Given the product [F:1][C:2]1[CH:10]=[C:9]2[C:5]([C:6]([CH2:11][CH:12]3[CH2:17][O:16][CH2:15][CH2:14][NH:13]3)=[CH:7][NH:8]2)=[CH:4][CH:3]=1, predict the reactants needed to synthesize it. The reactants are: [F:1][C:2]1[CH:10]=[C:9]2[C:5]([CH:6]([CH2:11][CH:12]3[CH2:17][O:16][CH2:15][CH2:14][NH:13]3)[CH2:7][NH:8]2)=[CH:4][CH:3]=1.